Task: Predict the product of the given reaction.. Dataset: Forward reaction prediction with 1.9M reactions from USPTO patents (1976-2016) (1) Given the reactants ClC1C=CC(N)=CC=1C1C=CC=CN=1.[N+](C1C=CC(C(O)=O)=CC=1)([O-])=O.[Cl:27][C:28]1[CH:33]=[CH:32][C:31]([NH:34][C:35](=[O:45])[C:36]2[CH:41]=[CH:40][C:39]([N+:42]([O-])=O)=[CH:38][CH:37]=2)=[CH:30][C:29]=1[C:46]1[CH:51]=[CH:50][CH:49]=[CH:48][N:47]=1.[Sn](Cl)Cl, predict the reaction product. The product is: [NH2:42][C:39]1[CH:40]=[CH:41][C:36]([C:35]([NH:34][C:31]2[CH:32]=[CH:33][C:28]([Cl:27])=[C:29]([C:46]3[CH:51]=[CH:50][CH:49]=[CH:48][N:47]=3)[CH:30]=2)=[O:45])=[CH:37][CH:38]=1. (2) Given the reactants Cl[C:2]1[C:11]2[C:6](=[CH:7][CH:8]=[CH:9][CH:10]=2)[N:5]=[C:4]([CH:12]([N:14]2[CH2:19][CH2:18][N:17]([S:20]([C:23]3[CH:28]=[CH:27][C:26]([O:29][CH3:30])=[CH:25][CH:24]=3)(=[O:22])=[O:21])[CH2:16][CH2:15]2)[CH3:13])[N:3]=1.[CH3:31][OH:32], predict the reaction product. The product is: [CH3:31][O:32][C:2]1[C:11]2[C:6](=[CH:7][CH:8]=[CH:9][CH:10]=2)[N:5]=[C:4]([CH:12]([N:14]2[CH2:19][CH2:18][N:17]([S:20]([C:23]3[CH:28]=[CH:27][C:26]([O:29][CH3:30])=[CH:25][CH:24]=3)(=[O:22])=[O:21])[CH2:16][CH2:15]2)[CH3:13])[N:3]=1. (3) Given the reactants [OH:1][C:2]1[CH:11]=[C:10]2[C:5]([C:6](=[O:12])[CH2:7][CH2:8][O:9]2)=[CH:4][CH:3]=1.[F:13][C:14]([F:27])([F:26])[S:15](O[S:15]([C:14]([F:27])([F:26])[F:13])(=[O:17])=[O:16])(=[O:17])=[O:16], predict the reaction product. The product is: [F:13][C:14]([F:27])([F:26])[S:15]([O:1][C:2]1[CH:11]=[C:10]2[C:5]([C:6](=[O:12])[CH2:7][CH2:8][O:9]2)=[CH:4][CH:3]=1)(=[O:17])=[O:16]. (4) Given the reactants [F:1][C:2]1[CH:7]=[C:6](B2OC(C)(C)C(C)(C)O2)[CH:5]=[CH:4][C:3]=1[C:17]1[N:18]=[CH:19][C:20]([NH2:23])=[N:21][CH:22]=1.Br[C:25]1[CH:30]=[CH:29][CH:28]=[CH:27][C:26]=1[S:31]([N:34]1[CH2:39][CH2:38][CH:37]([OH:40])[CH2:36][CH2:35]1)(=[O:33])=[O:32], predict the reaction product. The product is: [NH2:23][C:20]1[N:21]=[CH:22][C:17]([C:3]2[CH:4]=[CH:5][C:6]([C:25]3[CH:30]=[CH:29][CH:28]=[CH:27][C:26]=3[S:31]([N:34]3[CH2:35][CH2:36][CH:37]([OH:40])[CH2:38][CH2:39]3)(=[O:33])=[O:32])=[CH:7][C:2]=2[F:1])=[N:18][CH:19]=1. (5) Given the reactants [Al+3].[Cl-].[Cl-].[Cl-].[CH3:5][O:6][C:7](=[O:11])[C:8](Cl)=[O:9].[C:12]1([O:22][CH2:23][CH2:24][N:25]2[CH2:30][CH2:29][O:28][CH2:27][CH2:26]2)[C:21]2[C:16](=[CH:17][CH:18]=[CH:19][CH:20]=2)[CH:15]=[CH:14][CH:13]=1, predict the reaction product. The product is: [CH3:5][O:6][C:7](=[O:11])[C:8]([C:15]1[C:16]2[C:21](=[CH:20][CH:19]=[CH:18][CH:17]=2)[C:12]([O:22][CH2:23][CH2:24][N:25]2[CH2:30][CH2:29][O:28][CH2:27][CH2:26]2)=[CH:13][CH:14]=1)=[O:9]. (6) Given the reactants OO.[C:3]([O:21][CH:22]1[CH2:27][C:26]([CH3:29])([CH3:28])[N:25]([OH:30])[C:24]([CH3:32])([CH3:31])[CH2:23]1)(=[O:20])[CH2:4][CH2:5][C:6]([O:8][CH:9]1[CH2:14][C:13]([CH3:16])([CH3:15])[N:12]([OH:17])[C:11]([CH3:19])([CH3:18])[CH2:10]1)=[O:7].S([O-])([O-])=O.[Na+].[Na+].[C:39]([OH:43])([CH3:42])([CH3:41])[CH3:40], predict the reaction product. The product is: [C:3]([O:21][CH:22]1[CH2:27][C:26]([CH3:29])([CH3:28])[N:25]([O:30][CH2:40][C:39]([OH:43])([CH3:42])[CH3:41])[C:24]([CH3:32])([CH3:31])[CH2:23]1)(=[O:20])[CH2:4][CH2:5][C:6]([O:8][CH:9]1[CH2:14][C:13]([CH3:16])([CH3:15])[N:12]([O:17][CH2:40][C:39]([OH:43])([CH3:42])[CH3:41])[C:11]([CH3:19])([CH3:18])[CH2:10]1)=[O:7].